Dataset: Forward reaction prediction with 1.9M reactions from USPTO patents (1976-2016). Task: Predict the product of the given reaction. (1) Given the reactants [Cl:1][C:2]1[CH:7]=[CH:6][CH:5]=[C:4]([Cl:8])[C:3]=1[N:9]1[C:18]2[C:13](=[C:14]([C:20]3[CH:25]=[CH:24][CH:23]=[CH:22][C:21]=3[Cl:26])[CH:15]=[C:16]([OH:19])[CH:17]=2)[CH2:12][NH:11][C:10]1=[O:27].C(=O)([O-])[O-].[K+].[K+].[CH2:34](Cl)[CH:35]=[CH2:36].[I-].[Na+], predict the reaction product. The product is: [Cl:1][C:2]1[CH:7]=[CH:6][CH:5]=[C:4]([Cl:8])[C:3]=1[N:9]1[C:18]2[C:13](=[C:14]([C:20]3[CH:25]=[CH:24][CH:23]=[CH:22][C:21]=3[Cl:26])[CH:15]=[C:16]([O:19][CH2:36][CH:35]=[CH2:34])[CH:17]=2)[CH2:12][NH:11][C:10]1=[O:27]. (2) Given the reactants [N+:1]([C:4]1[CH:12]=[CH:11][CH:10]=[C:9]2[C:5]=1[CH:6]=[C:7]([C:13]([O:15][CH2:16][CH3:17])=[O:14])[NH:8]2)([O-:3])=[O:2].[Cl:18][C:19]1[CH:20]=[C:21]([CH:24]=[CH:25][C:26]=1[Cl:27])[CH2:22]Cl.C(=O)([O-])[O-].[K+].[K+].[I-].[K+], predict the reaction product. The product is: [Cl:18][C:19]1[CH:20]=[C:21]([CH:24]=[CH:25][C:26]=1[Cl:27])[CH2:22][N:8]1[C:9]2[C:5](=[C:4]([N+:1]([O-:3])=[O:2])[CH:12]=[CH:11][CH:10]=2)[CH:6]=[C:7]1[C:13]([O:15][CH2:16][CH3:17])=[O:14]. (3) Given the reactants [NH2:1][C:2]1[CH:3]=[C:4]([CH:21]=[CH:22][CH:23]=1)[O:5][C:6]1[CH:7]=[CH:8][C:9]2[N:10]([CH:12]=[C:13]([NH:15][C:16]([CH:18]3[CH2:20][CH2:19]3)=[O:17])[N:14]=2)[N:11]=1.[OH:24][C:25]([C:28]1[S:29][C:30]([C:33](O)=[O:34])=[CH:31][N:32]=1)([CH3:27])[CH3:26].Cl.CN(C)CCCN=C=NCC.ON1C2C=CC=CC=2N=N1, predict the reaction product. The product is: [CH:18]1([C:16]([NH:15][C:13]2[N:14]=[C:9]3[CH:8]=[CH:7][C:6]([O:5][C:4]4[CH:3]=[C:2]([NH:1][C:33]([C:30]5[S:29][C:28]([C:25]([OH:24])([CH3:26])[CH3:27])=[N:32][CH:31]=5)=[O:34])[CH:23]=[CH:22][CH:21]=4)=[N:11][N:10]3[CH:12]=2)=[O:17])[CH2:20][CH2:19]1. (4) The product is: [CH:24]1([NH:27][C:13]2[CH:7]([C:4]3[CH:5]=[CH:6][N:1]=[CH:2][CH:3]=3)[N:8]=[C:9]([C:19]3[S:20][CH:21]=[CH:22][CH:23]=3)[C:10]3[CH:18]=[CH:17][CH:16]=[N:15][C:11]=3[N:12]=2)[CH2:26][CH2:25]1. Given the reactants [N:1]1[CH:6]=[CH:5][C:4]([CH:7]2[C:13](=O)[NH:12][C:11]3[N:15]=[CH:16][CH:17]=[CH:18][C:10]=3[C:9]([C:19]3[S:20][CH:21]=[CH:22][CH:23]=3)=[N:8]2)=[CH:3][CH:2]=1.[CH:24]1([NH2:27])[CH2:26][CH2:25]1, predict the reaction product. (5) Given the reactants [C:1]([C:3]1[C:8]([C:9]2[CH:14]=[CH:13][CH:12]=[C:11]([CH:15]=O)[CH:10]=2)=[CH:7][C:6]([CH2:17][NH:18][C:19]([C:21]2[CH:26]=[CH:25][CH:24]=[C:23]([C:27]([NH:29][CH2:30][C:31]3[C:32]([NH:44][CH:45]4[CH2:50][CH2:49][O:48][CH2:47][CH2:46]4)=[C:33]4[CH:41]=[N:40][N:39]([CH2:42][CH3:43])[C:34]4=[N:35][C:36]=3[CH2:37][CH3:38])=[O:28])[CH:22]=2)=[O:20])=[CH:5][CH:4]=1)#[N:2].[CH3:51][C@@H:52]1[CH2:57][NH:56][CH2:55][C@H:54]([CH3:58])[NH:53]1.C(O[BH-](OC(=O)C)OC(=O)C)(=O)C.[Na+].CC(O)=O, predict the reaction product. The product is: [C:1]([C:3]1[C:8]([C:9]2[CH:14]=[CH:13][CH:12]=[C:11]([CH2:15][N:56]3[CH2:55][C@H:54]([CH3:58])[NH:53][C@H:52]([CH3:51])[CH2:57]3)[CH:10]=2)=[CH:7][C:6]([CH2:17][NH:18][C:19]([C:21]2[CH:26]=[CH:25][CH:24]=[C:23]([C:27]([NH:29][CH2:30][C:31]3[C:32]([NH:44][CH:45]4[CH2:46][CH2:47][O:48][CH2:49][CH2:50]4)=[C:33]4[CH:41]=[N:40][N:39]([CH2:42][CH3:43])[C:34]4=[N:35][C:36]=3[CH2:37][CH3:38])=[O:28])[CH:22]=2)=[O:20])=[CH:5][CH:4]=1)#[N:2]. (6) Given the reactants [NH2:1][C:2]1[CH:3]=[N:4][CH:5]=[CH:6][C:7]=1[N:8]1[CH2:13][CH2:12][C@@H:11]([O:14][Si:15]([C:18]([CH3:21])([CH3:20])[CH3:19])([CH3:17])[CH3:16])[C@H:10]([NH:22][C:23](=[O:29])[O:24][C:25]([CH3:28])([CH3:27])[CH3:26])[CH2:9]1.[NH2:30][C:31]1[C:32]([C:38](O)=[O:39])=[N:33][C:34]([Br:37])=[CH:35][CH:36]=1, predict the reaction product. The product is: [NH2:30][C:31]1[C:32]([C:38]([NH:1][C:2]2[CH:3]=[N:4][CH:5]=[CH:6][C:7]=2[N:8]2[CH2:13][CH2:12][C@@H:11]([O:14][Si:15]([C:18]([CH3:21])([CH3:20])[CH3:19])([CH3:17])[CH3:16])[C@H:10]([NH:22][C:23](=[O:29])[O:24][C:25]([CH3:28])([CH3:27])[CH3:26])[CH2:9]2)=[O:39])=[N:33][C:34]([Br:37])=[CH:35][CH:36]=1.